From a dataset of Forward reaction prediction with 1.9M reactions from USPTO patents (1976-2016). Predict the product of the given reaction. Given the reactants [NH2:1][C:2]1[C:7]([OH:8])=[CH:6][CH:5]=[CH:4][N:3]=1.[C:9](N1C=CN=C1)(N1C=CN=C1)=[O:10], predict the reaction product. The product is: [O:8]1[C:7]2[C:2](=[N:3][CH:4]=[CH:5][CH:6]=2)[NH:1][C:9]1=[O:10].